This data is from Catalyst prediction with 721,799 reactions and 888 catalyst types from USPTO. The task is: Predict which catalyst facilitates the given reaction. Reactant: [NH2:1][CH2:2][C:3]1[CH:4]=[C:5]2[C:9](=[CH:10][CH:11]=1)[N:8](C(OC(C)(C)C)=O)[N:7]=[C:6]2[C:19]1[CH:24]=[CH:23][CH:22]=[C:21]([F:25])[CH:20]=1.FC(F)(F)C(O)=O. Product: [F:25][C:21]1[CH:20]=[C:19]([C:6]2[C:5]3[C:9](=[CH:10][CH:11]=[C:3]([CH2:2][NH2:1])[CH:4]=3)[NH:8][N:7]=2)[CH:24]=[CH:23][CH:22]=1. The catalyst class is: 2.